This data is from Peptide-MHC class I binding affinity with 185,985 pairs from IEDB/IMGT. The task is: Regression. Given a peptide amino acid sequence and an MHC pseudo amino acid sequence, predict their binding affinity value. This is MHC class I binding data. (1) The peptide sequence is AKIALAVYK. The MHC is HLA-B57:01 with pseudo-sequence HLA-B57:01. The binding affinity (normalized) is 0.0847. (2) The peptide sequence is VQPWLMVDV. The MHC is HLA-A80:01 with pseudo-sequence HLA-A80:01. The binding affinity (normalized) is 0.0847. (3) The peptide sequence is FMSLQSGDV. The MHC is HLA-A26:01 with pseudo-sequence HLA-A26:01. The binding affinity (normalized) is 0.0847. (4) The peptide sequence is IVKQGRDAL. The MHC is HLA-B07:02 with pseudo-sequence HLA-B07:02. The binding affinity (normalized) is 0.499.